This data is from Forward reaction prediction with 1.9M reactions from USPTO patents (1976-2016). The task is: Predict the product of the given reaction. (1) Given the reactants [C:1]([NH:4][C:5]([CH2:16][CH2:17][C:18]1[CH:23]=[CH:22][C:21]([S:24][C:25]2[CH:30]=[CH:29][C:28]([C:31](=[O:34])[CH2:32]Cl)=[CH:27][CH:26]=2)=[CH:20][CH:19]=1)([C:11]([O:13][CH2:14][CH3:15])=[O:12])[C:6]([O:8][CH2:9][CH3:10])=[O:7])(=[O:3])[CH3:2].[C:35]([OH:39])(=[O:38])[CH2:36][CH3:37].CCN(CC)CC, predict the reaction product. The product is: [C:1]([NH:4][C:5]([CH2:16][CH2:17][C:18]1[CH:23]=[CH:22][C:21]([S:24][C:25]2[CH:30]=[CH:29][C:28]([C:31](=[O:34])[CH2:32][O:39][C:35](=[O:38])[CH2:36][CH3:37])=[CH:27][CH:26]=2)=[CH:20][CH:19]=1)([C:11]([O:13][CH2:14][CH3:15])=[O:12])[C:6]([O:8][CH2:9][CH3:10])=[O:7])(=[O:3])[CH3:2]. (2) Given the reactants C([O:3][C:4](=[O:30])[C:5]1[CH:10]=[CH:9][C:8]([N:11]2[CH2:17][CH:16]3[CH:12]2[CH2:13][N:14]([C:18](=[O:29])[NH:19][CH2:20][C:21]2[CH:26]=[CH:25][C:24]([Cl:27])=[CH:23][C:22]=2[Cl:28])[CH2:15]3)=[CH:7][CH:6]=1)C.[OH-].[Na+], predict the reaction product. The product is: [Cl:28][C:22]1[CH:23]=[C:24]([Cl:27])[CH:25]=[CH:26][C:21]=1[CH2:20][NH:19][C:18]([N:14]1[CH2:13][CH:12]2[CH:16]([CH2:17][N:11]2[C:8]2[CH:9]=[CH:10][C:5]([C:4]([OH:30])=[O:3])=[CH:6][CH:7]=2)[CH2:15]1)=[O:29]. (3) Given the reactants [Br:1][C:2]1[CH:3]=[C:4]([N:9]2[CH2:14][CH2:13][O:12][CH2:11][CH2:10]2)[C:5]([OH:8])=[N:6][CH:7]=1.Cl[C:16]([F:21])([F:20])C([O-])=O.[Na+].[OH-].[Na+], predict the reaction product. The product is: [Br:1][C:2]1[CH:3]=[C:4]([N:9]2[CH2:14][CH2:13][O:12][CH2:11][CH2:10]2)[C:5]([O:8][CH:16]([F:21])[F:20])=[N:6][CH:7]=1.